This data is from Catalyst prediction with 721,799 reactions and 888 catalyst types from USPTO. The task is: Predict which catalyst facilitates the given reaction. (1) Reactant: Br[C:2]1[CH:3]=[C:4]([CH:28]=[CH:29][CH:30]=1)[CH2:5][N:6]1[C:10]([CH3:11])=[N:9][C:8]([C:12]2[O:16][N:15]=[C:14]([C:17]3[CH:22]=[CH:21][C:20]([O:23][C:24]([F:27])([F:26])[F:25])=[CH:19][CH:18]=3)[N:13]=2)=[N:7]1.[NH:31]1[CH2:36][CH2:35][NH:34][CH2:33][CH2:32]1.C(O[Na])(C)(C)C.CC(OC1C=CC=C(OC(C)C)C=1C1C(P(C2CCCCC2)C2CCCCC2)=CC=CC=1)C. Product: [CH3:11][C:10]1[N:6]([CH2:5][C:4]2[CH:3]=[C:2]([N:31]3[CH2:36][CH2:35][NH:34][CH2:33][CH2:32]3)[CH:30]=[CH:29][CH:28]=2)[N:7]=[C:8]([C:12]2[O:16][N:15]=[C:14]([C:17]3[CH:22]=[CH:21][C:20]([O:23][C:24]([F:27])([F:26])[F:25])=[CH:19][CH:18]=3)[N:13]=2)[N:9]=1. The catalyst class is: 882. (2) Reactant: [NH2:1][C:2]1[C:7]([C:8]#[N:9])=[C:6]([C:10]2[CH:11]=[CH:12][C:13]([N:21]([CH3:23])[CH3:22])=[C:14]([NH:16][C:17](=[O:20])[CH2:18]Cl)[CH:15]=2)[CH:5]=[C:4]([C:24]2[CH:29]=[CH:28][CH:27]=[CH:26][C:25]=2[O:30][CH2:31][C:32]2[CH:37]=[CH:36][C:35]([O:38][CH3:39])=[CH:34][CH:33]=2)[N:3]=1.[NH2:40][CH2:41][CH:42]1[CH2:44][CH2:43]1. Product: [NH2:1][C:2]1[C:7]([C:8]#[N:9])=[C:6]([C:10]2[CH:11]=[CH:12][C:13]([N:21]([CH3:23])[CH3:22])=[C:14]([NH:16][C:17](=[O:20])[CH2:18][NH:40][CH2:41][CH:42]3[CH2:44][CH2:43]3)[CH:15]=2)[CH:5]=[C:4]([C:24]2[CH:29]=[CH:28][CH:27]=[CH:26][C:25]=2[O:30][CH2:31][C:32]2[CH:37]=[CH:36][C:35]([O:38][CH3:39])=[CH:34][CH:33]=2)[N:3]=1. The catalyst class is: 3. (3) Reactant: [Si]([O:18][CH2:19][C@H:20]1[O:24][C@@H:23]([N:25]2[CH:32]=[C:31]([CH3:33])[C:29](=[O:30])[NH:28][C:26]2=[O:27])[C@H:22]([O:34][CH2:35][CH2:36][O:37][CH3:38])[C@@H:21]1[CH2:39]I)(C(C)(C)C)(C1C=CC=CC=1)C1C=CC=CC=1.F.F.F.C(N(CC)CC)C. Product: [CH3:38][O:37][CH2:36][CH2:35][O:34][C@@H:22]1[C@H:21]([CH3:39])[C@@H:20]([CH2:19][OH:18])[O:24][C@H:23]1[N:25]1[CH:32]=[C:31]([CH3:33])[C:29](=[O:30])[NH:28][C:26]1=[O:27]. The catalyst class is: 56. (4) Reactant: [F:1][C:2]1[C:10]([CH:11]=[CH2:12])=[N:9][CH:8]=[CH:7][C:3]=1[C:4]([OH:6])=[O:5].[CH3:13][Si](C=[N+]=[N-])(C)C.CCOCC.C(O)(=O)C. Product: [F:1][C:2]1[C:10]([CH:11]=[CH2:12])=[N:9][CH:8]=[CH:7][C:3]=1[C:4]([O:6][CH3:13])=[O:5]. The catalyst class is: 5. (5) Reactant: Br[C:2]1[S:3][C:4]2[CH:10]=[CH:9][CH:8]=[CH:7][C:5]=2[N:6]=1.[I:11][C:12]1[CH:17]=[CH:16][CH:15]=[CH:14][C:13]=1[OH:18].C(=O)([O-])[O-].[K+].[K+]. Product: [S:3]1[C:4]2[CH:10]=[CH:9][CH:8]=[CH:7][C:5]=2[N:6]=[C:2]1[O:18][C:13]1[CH:14]=[CH:15][CH:16]=[CH:17][C:12]=1[I:11]. The catalyst class is: 6.